From a dataset of Reaction yield outcomes from USPTO patents with 853,638 reactions. Predict the reaction yield, written as a fraction of the theoretical maximum amount of product (1.0 means a 100% yield; for example, 0.34 means a 34% yield). (1) The yield is 0.170. The product is [Cl:44][C:36]1[CH:35]=[C:34]([C:31]2[S:30][C:29]([C:11]3[C:2]([CH3:1])=[C:3]4[C:8](=[CH:9][CH:10]=3)[CH2:7][N:6]([C:21]([O:23][C:24]([CH3:25])([CH3:26])[CH3:27])=[O:22])[CH2:5][CH2:4]4)=[N:33][N:32]=2)[CH:39]=[CH:38][C:37]=1[O:40][CH:41]([CH3:42])[CH3:43]. The catalyst is COCCOC.O. The reactants are [CH3:1][C:2]1[C:11](B2OC(C)(C)C(C)(C)O2)=[CH:10][CH:9]=[C:8]2[C:3]=1[CH2:4][CH2:5][N:6]([C:21]([O:23][C:24]([CH3:27])([CH3:26])[CH3:25])=[O:22])[CH2:7]2.Br[C:29]1[S:30][C:31]([C:34]2[CH:39]=[CH:38][C:37]([O:40][CH:41]([CH3:43])[CH3:42])=[C:36]([Cl:44])[CH:35]=2)=[N:32][N:33]=1.C(=O)([O-])[O-].[Na+].[Na+]. (2) The reactants are [Cl:1][C:2]1[CH:3]=[CH:4][C:5]([F:10])=[C:6]([CH:9]=1)[CH:7]=[O:8].[CH2:11]([Mg]Br)[CH3:12]. The catalyst is C(OCC)C. The product is [Cl:1][C:2]1[CH:3]=[CH:4][C:5]([F:10])=[C:6]([CH:7]([OH:8])[CH2:11][CH3:12])[CH:9]=1. The yield is 0.710. (3) The reactants are [NH2:1][C:2]1[C:10]2[C:5](=[N:6][C:7]([N:17]3[CH2:22][CH2:21][O:20][CH2:19][CH2:18]3)=[C:8]3[CH2:14][O:13][C:12]([CH3:16])([CH3:15])[CH2:11][C:9]3=2)[O:4][C:3]=1[C:23]([O:25][CH2:26][CH3:27])=[O:24]. The catalyst is C(OCC)(OCC)OCC. The product is [CH2:3]([O:4]/[CH:5]=[N:1]/[C:2]1[C:10]2[C:5](=[N:6][C:7]([N:17]3[CH2:22][CH2:21][O:20][CH2:19][CH2:18]3)=[C:8]3[CH2:14][O:13][C:12]([CH3:16])([CH3:15])[CH2:11][C:9]3=2)[O:4][C:3]=1[C:23]([O:25][CH2:26][CH3:27])=[O:24])[CH3:2]. The yield is 0.580. (4) The reactants are C1(S([N:10]2[C:14]3=[N:15][CH:16]=[C:17]([F:19])[CH:18]=[C:13]3[CH:12]=[C:11]2[C:20]([C:27]2[CH:32]=[CH:31][C:30]([S:33]([CH3:36])(=[O:35])=[O:34])=[CH:29][CH:28]=2)(O)[CH2:21][CH:22]2[CH2:25][CH2:24][CH2:23]2)(=O)=O)C=CC=CC=1.[F-].C([N+](CCCC)(CCCC)CCCC)CCC. The product is [CH:22]1(/[CH:21]=[C:20](/[C:11]2[NH:10][C:14]3=[N:15][CH:16]=[C:17]([F:19])[CH:18]=[C:13]3[CH:12]=2)\[C:27]2[CH:32]=[CH:31][C:30]([S:33]([CH3:36])(=[O:35])=[O:34])=[CH:29][CH:28]=2)[CH2:25][CH2:24][CH2:23]1. The yield is 0.621. The catalyst is O1CCCC1.C(OCC)(=O)C. (5) The reactants are [CH3:1][CH:2]1[CH2:7][CH2:6][CH2:5][CH2:4][NH:3]1.[C:8]([C:10]1[CH:11]=[C:12]([CH:17]=[CH:18][C:19]=1F)[C:13]([O:15]C)=[O:14])#[N:9].[Li+].[OH-]. The catalyst is CN(C=O)C.O. The product is [C:8]([C:10]1[CH:11]=[C:12]([CH:17]=[CH:18][C:19]=1[N:3]1[CH2:4][CH2:5][CH2:6][CH2:7][CH:2]1[CH3:1])[C:13]([OH:15])=[O:14])#[N:9]. The yield is 0.800. (6) The reactants are [SH:1][C:2]1[NH:11][C:10](=[O:12])[C:9]2[C:4](=[CH:5][CH:6]=[CH:7][CH:8]=2)[N:3]=1.Br[CH2:14][C:15](=[O:21])[C:16]([O:18][CH2:19][CH3:20])=[O:17].C(N(CC)CC)C.Cl. The catalyst is CN(C=O)C.CCOC(C)=O. The product is [CH2:19]([O:18][C:16](=[O:17])[C:15](=[O:21])[CH2:14][S:1][C:2]1[NH:11][C:10](=[O:12])[C:9]2[C:4](=[CH:5][CH:6]=[CH:7][CH:8]=2)[N:3]=1)[CH3:20]. The yield is 0.110. (7) The reactants are [CH3:1][O:2][C:3](=[O:60])[NH:4][CH:5]([C:9]([N:11]1[CH2:15][CH2:14][CH2:13][CH:12]1[C:16]1[NH:17][C:18]([C:21]2[CH:30]=[CH:29][C:28]3[C:23](=[CH:24][CH:25]=[C:26]([C:31]4[CH:32]=[C:33]5[C:57](=[CH:58][CH:59]=4)[C:37]4[NH:38][C:39]([CH:41]6[CH2:45][CH2:44][CH2:43][N:42]6[C:46](=[O:56])[CH:47]([NH:51][C:52]([O:54][CH3:55])=[O:53])[CH:48]([CH3:50])[CH3:49])=[N:40][C:36]=4[CH2:35][CH2:34]5)[CH:27]=3)[CH:22]=2)=[CH:19][N:20]=1)=[O:10])[CH:6]([CH3:8])[CH3:7]. The catalyst is C(Cl)Cl.O=[Mn]=O. The product is [CH3:55][O:54][C:52]([NH:51][C@@H:47]([CH:48]([CH3:50])[CH3:49])[C:46]([N:42]1[CH2:43][CH2:44][CH2:45][C@H:41]1[C:39]1[NH:38][C:37]2[C:57]3[C:33]([CH:34]=[CH:35][C:36]=2[N:40]=1)=[CH:32][C:31]([C:26]1[CH:27]=[C:28]2[C:23](=[CH:24][CH:25]=1)[CH:22]=[C:21]([C:18]1[NH:17][C:16]([C@@H:12]4[CH2:13][CH2:14][CH2:15][N:11]4[C:9](=[O:10])[C@@H:5]([NH:4][C:3](=[O:60])[O:2][CH3:1])[CH:6]([CH3:8])[CH3:7])=[N:20][CH:19]=1)[CH:30]=[CH:29]2)=[CH:59][CH:58]=3)=[O:56])=[O:53]. The yield is 0.480. (8) The reactants are Cl.C(OC([N:9]1[CH2:14][CH2:13][C@@H:12]([N:15]2[CH:19]=[C:18]([C:20]3[C:21]([O:35][CH:36]4[CH2:39][CH2:38][CH2:37]4)=[C:22]4[C:27](=[CH:28][CH:29]=3)[N:26]([C:30]([O:32][CH3:33])=[O:31])[C@@H:25]([CH3:34])[CH2:24][CH2:23]4)[CH:17]=[N:16]2)[C@@H:11]([F:40])[CH2:10]1)=O)(C)(C)C. The catalyst is O1CCOCC1. The product is [CH:36]1([O:35][C:21]2[C:20]([C:18]3[CH:17]=[N:16][N:15]([C@@H:12]4[CH2:13][CH2:14][NH:9][CH2:10][C@@H:11]4[F:40])[CH:19]=3)=[CH:29][CH:28]=[C:27]3[C:22]=2[CH2:23][CH2:24][C@H:25]([CH3:34])[N:26]3[C:30]([O:32][CH3:33])=[O:31])[CH2:37][CH2:38][CH2:39]1. The yield is 0.470. (9) The reactants are [CH3:1][N:2]1[CH2:7][CH2:6][CH:5]([NH:8][C:9]2[CH:14]=[CH:13][C:12]([N+:15]([O-])=O)=[CH:11][CH:10]=2)[CH2:4][CH2:3]1. The catalyst is CO.[Pd]. The product is [CH3:1][N:2]1[CH2:3][CH2:4][CH:5]([NH:8][C:9]2[CH:14]=[CH:13][C:12]([NH2:15])=[CH:11][CH:10]=2)[CH2:6][CH2:7]1. The yield is 0.990. (10) The reactants are [CH3:1][C:2]1[N:3]=[CH:4][N:5]([C:7]2[CH:12]=[CH:11][C:10]([NH:13][C:14]([NH2:16])=[S:15])=[CH:9][CH:8]=2)[CH:6]=1.[C:17]1([C:23]([CH:25](Br)[C:26]2[CH:31]=[CH:30][CH:29]=[CH:28][CH:27]=2)=O)[CH:22]=[CH:21][CH:20]=[CH:19][CH:18]=1. No catalyst specified. The product is [C:17]1([C:23]2[N:16]=[C:14]([NH:13][C:10]3[CH:9]=[CH:8][C:7]([N:5]4[CH:6]=[C:2]([CH3:1])[N:3]=[CH:4]4)=[CH:12][CH:11]=3)[S:15][C:25]=2[C:26]2[CH:27]=[CH:28][CH:29]=[CH:30][CH:31]=2)[CH:22]=[CH:21][CH:20]=[CH:19][CH:18]=1. The yield is 0.880.